This data is from Peptide-MHC class II binding affinity with 134,281 pairs from IEDB. The task is: Regression. Given a peptide amino acid sequence and an MHC pseudo amino acid sequence, predict their binding affinity value. This is MHC class II binding data. (1) The peptide sequence is GANYFLQISRVNDLN. The MHC is DRB4_0101 with pseudo-sequence DRB4_0103. The binding affinity (normalized) is 0.577. (2) The peptide sequence is GELQIVDKIDASFKI. The MHC is DRB3_0202 with pseudo-sequence DRB3_0202. The binding affinity (normalized) is 0.222. (3) The peptide sequence is KKWRDVPYLTKRQDK. The MHC is DRB3_0101 with pseudo-sequence DRB3_0101. The binding affinity (normalized) is 0. (4) The peptide sequence is INEPTIAAIAYGLDR. The MHC is HLA-DQA10501-DQB10301 with pseudo-sequence HLA-DQA10501-DQB10301. The binding affinity (normalized) is 0.678.